Dataset: Forward reaction prediction with 1.9M reactions from USPTO patents (1976-2016). Task: Predict the product of the given reaction. (1) Given the reactants [Cl:1][C:2]1[CH:3]=[CH:4][CH:5]=[C:6]2[C:11]=1[N:10]=[C:9]([CH:12]=[CH2:13])[C:8]([C@@H:14]([N:16]1[C:24](=[O:25])[C:23]3[C:18](=[CH:19][CH:20]=[CH:21][CH:22]=3)[C:17]1=[O:26])[CH3:15])=[CH:7]2.[OH2:27].C[N+]1([O-])CC[O:32]CC1, predict the reaction product. The product is: [Cl:1][C:2]1[CH:3]=[CH:4][CH:5]=[C:6]2[C:11]=1[N:10]=[C:9]([CH:12]([OH:32])[CH2:13][OH:27])[C:8]([C@@H:14]([N:16]1[C:24](=[O:25])[C:23]3[C:18](=[CH:19][CH:20]=[CH:21][CH:22]=3)[C:17]1=[O:26])[CH3:15])=[CH:7]2. (2) Given the reactants [F:1][C:2]1[N:7]=[C:6]([C:8]2[C:16]3[C:11](=[CH:12][N:13]=[C:14]([C:17]4[CH:18]=[N:19][N:20]([CH2:22][C:23]([NH2:25])=[O:24])[CH:21]=4)[CH:15]=3)[N:10](C3CCCCO3)[N:9]=2)[CH:5]=[CH:4][CH:3]=1.FC(F)(F)C(O)=O, predict the reaction product. The product is: [F:1][C:2]1[N:7]=[C:6]([C:8]2[C:16]3[C:11](=[CH:12][N:13]=[C:14]([C:17]4[CH:18]=[N:19][N:20]([CH2:22][C:23]([NH2:25])=[O:24])[CH:21]=4)[CH:15]=3)[NH:10][N:9]=2)[CH:5]=[CH:4][CH:3]=1. (3) Given the reactants P(Cl)(Cl)(Cl)=O.[C:6]([O:10][C:11]([N:13]1[CH2:19][CH2:18][CH2:17][CH2:16][CH2:15][CH:14]1[C:20]([OH:22])=O)=[O:12])([CH3:9])([CH3:8])[CH3:7].[C:23]([C:27]1[O:31][N:30]=[C:29]([NH2:32])[CH:28]=1)([CH3:26])([CH3:25])[CH3:24], predict the reaction product. The product is: [C:6]([O:10][C:11]([N:13]1[CH2:19][CH2:18][CH2:17][CH2:16][CH2:15][C@H:14]1[C:20](=[O:22])[NH:32][C:29]1[CH:28]=[C:27]([C:23]([CH3:26])([CH3:25])[CH3:24])[O:31][N:30]=1)=[O:12])([CH3:7])([CH3:8])[CH3:9]. (4) Given the reactants [F:1][C:2]1[CH:34]=[CH:33][C:5]([CH2:6][N:7]2[C:15]3[C:10](=[CH:11][C:12]([C:16]([NH:18][CH:19]4[CH2:23][CH2:22][N:21](C(OC(C)(C)C)=O)[CH2:20]4)=[O:17])=[CH:13][CH:14]=3)[C:9]([CH3:31])=[C:8]2[CH3:32])=[CH:4][CH:3]=1.[ClH:35].C(OCC)(=O)C.CO, predict the reaction product. The product is: [ClH:35].[F:1][C:2]1[CH:3]=[CH:4][C:5]([CH2:6][N:7]2[C:15]3[C:10](=[CH:11][C:12]([C:16]([NH:18][CH:19]4[CH2:23][CH2:22][NH:21][CH2:20]4)=[O:17])=[CH:13][CH:14]=3)[C:9]([CH3:31])=[C:8]2[CH3:32])=[CH:33][CH:34]=1. (5) Given the reactants C([O:3][C:4](=[O:30])[CH:5](C(OCC)=O)[CH:6]([C:18]1[CH:23]=[CH:22][C:21]([Br:24])=[CH:20][CH:19]=1)[CH:7](C(OCC)=O)[C:8]([O:10]CC)=[O:9])C, predict the reaction product. The product is: [Br:24][C:21]1[CH:22]=[CH:23][C:18]([CH:6]([CH2:7][C:8]([OH:10])=[O:9])[CH2:5][C:4]([OH:30])=[O:3])=[CH:19][CH:20]=1. (6) Given the reactants [CH2:1]([O:8][C:9]1[C:18]2[C:13](=[CH:14][CH:15]=[C:16](Br)[CH:17]=2)[N:12]=[CH:11][CH:10]=1)[C:2]1[CH:7]=[CH:6][CH:5]=[CH:4][CH:3]=1.C([O-])(=O)C.[K+].[B:25]1([B:25]2[O:29][C:28]([CH3:31])([CH3:30])[C:27]([CH3:33])([CH3:32])[O:26]2)[O:29][C:28]([CH3:31])([CH3:30])[C:27]([CH3:33])([CH3:32])[O:26]1.C1(P(C2CCCCC2)C2CCCCC2)CCCCC1, predict the reaction product. The product is: [CH2:1]([O:8][C:9]1[C:18]2[C:13](=[CH:14][CH:15]=[C:16]([B:25]3[O:29][C:28]([CH3:31])([CH3:30])[C:27]([CH3:33])([CH3:32])[O:26]3)[CH:17]=2)[N:12]=[CH:11][CH:10]=1)[C:2]1[CH:7]=[CH:6][CH:5]=[CH:4][CH:3]=1. (7) Given the reactants [C:1]([CH2:4][O:5][CH2:6][C:7]([N:9]([CH3:27])[C:10]1[CH:26]=[CH:25][C:13]2[N+:14](CCCS([O-])(=O)=O)=[C:15]([CH3:17])[S:16][C:12]=2[CH:11]=1)=[O:8])([OH:3])=[O:2].C1CS(=O)C1, predict the reaction product. The product is: [CH3:27][N:9]([C:10]1[CH:26]=[CH:25][C:13]2[N:14]=[C:15]([CH3:17])[S:16][C:12]=2[CH:11]=1)[C:7](=[O:8])[CH2:6][O:5][CH2:4][C:1]([OH:3])=[O:2].